Dataset: CYP2D6 inhibition data for predicting drug metabolism from PubChem BioAssay. Task: Regression/Classification. Given a drug SMILES string, predict its absorption, distribution, metabolism, or excretion properties. Task type varies by dataset: regression for continuous measurements (e.g., permeability, clearance, half-life) or binary classification for categorical outcomes (e.g., BBB penetration, CYP inhibition). Dataset: cyp2d6_veith. (1) The drug is CC(C)c1nnc(NC(=O)c2sc3ccccc3c2Cl)s1. The result is 0 (non-inhibitor). (2) The drug is O=C(NC1CCCC1)c1cnn2c(C(F)(F)F)cc(-c3ccco3)nc12. The result is 0 (non-inhibitor).